This data is from Catalyst prediction with 721,799 reactions and 888 catalyst types from USPTO. The task is: Predict which catalyst facilitates the given reaction. (1) The catalyst class is: 144. Product: [CH2:1]([O:3][C:4]1[CH:9]=[CH:8][CH:7]=[CH:6][C:5]=1[N:10]1[CH2:16][CH2:15][CH2:14][N:13]([CH2:17][CH2:18][CH2:19][CH2:20][O:21][C:22]2[N:45]=[C:30]3[C:25]([CH2:26][CH2:27][C:28](=[O:32])[NH:29]3)=[CH:24][CH:23]=2)[CH2:12][CH2:11]1)[CH3:2]. Reactant: [CH2:1]([O:3][C:4]1[CH:9]=[CH:8][CH:7]=[CH:6][C:5]=1[N:10]1[CH2:16][CH2:15][CH2:14][N:13]([CH2:17][CH2:18][CH2:19][CH2:20][O:21][C:22]2C=[C:30]3[C:25]([CH2:26][CH2:27][C:28](=[O:32])[NH:29]3)=[CH:24][CH:23]=2)[CH2:12][CH2:11]1)[CH3:2].[Na+].[I-].Cl.C(OC1C=CC=CC=1[N:45]1CCCNCC1)C.C([O-])([O-])=O.[K+].[K+]. (2) Reactant: Br[C:2]1[CH:11]=[C:10]2[C:5]([CH:6]=[CH:7][C:8]([C@H:12]([NH:14][C:15]([C@@H:17]3[CH2:22][CH2:21][CH2:20][N:19]([C:23](=[O:34])[C@@H:24]([NH:26][C:27](=[O:33])[C@@H:28]([OH:32])[CH:29]([CH3:31])[CH3:30])[CH3:25])[NH:18]3)=[O:16])[CH3:13])=[N:9]2)=[CH:4][CH:3]=1.[F:35][CH:36]([F:46])[O:37][CH2:38][C@@:39]([CH3:45])([CH:43]=[CH2:44])[C:40]([OH:42])=[O:41].C1(C)C=CC=CC=1P(C1C=CC=CC=1C)C1C=CC=CC=1C.C(N(CC)CC)C. Product: [F:35][CH:36]([F:46])[O:37][CH2:38][C@@:39]([CH3:45])(/[CH:43]=[CH:44]/[C:2]1[CH:11]=[C:10]2[C:5]([CH:6]=[CH:7][C:8]([C@H:12]([NH:14][C:15]([C@@H:17]3[CH2:22][CH2:21][CH2:20][N:19]([C:23](=[O:34])[C@@H:24]([NH:26][C:27](=[O:33])[C@@H:28]([OH:32])[CH:29]([CH3:30])[CH3:31])[CH3:25])[NH:18]3)=[O:16])[CH3:13])=[N:9]2)=[CH:4][CH:3]=1)[C:40]([OH:42])=[O:41]. The catalyst class is: 62. (3) Reactant: [CH2:1]([N:8]([CH2:22][C:23]1[CH:28]=[CH:27][CH:26]=[CH:25][CH:24]=1)[C@H:9]1[CH2:14][CH2:13][C@H:12]([C:15](=O)[C:16]#[C:17][CH2:18][O:19][CH3:20])[CH2:11][CH2:10]1)[C:2]1[CH:7]=[CH:6][CH:5]=[CH:4][CH:3]=1.[NH2:29][NH2:30].O. Product: [CH2:1]([N:8]([CH2:22][C:23]1[CH:28]=[CH:27][CH:26]=[CH:25][CH:24]=1)[C@H:9]1[CH2:14][CH2:13][C@H:12]([C:15]2[CH:16]=[C:17]([CH2:18][O:19][CH3:20])[NH:30][N:29]=2)[CH2:11][CH2:10]1)[C:2]1[CH:7]=[CH:6][CH:5]=[CH:4][CH:3]=1. The catalyst class is: 14. (4) Product: [Cl:4][CH2:5][CH2:6][CH2:7][O:8][C:9]1[CH:14]=[CH:13][C:12]([C:15]2[O:16][CH:17]=[C:18]([CH2:20][C:21]([OH:23])=[O:22])[N:19]=2)=[CH:11][CH:10]=1. Reactant: O.[OH-].[Li+].[Cl:4][CH2:5][CH2:6][CH2:7][O:8][C:9]1[CH:14]=[CH:13][C:12]([C:15]2[O:16][CH:17]=[C:18]([CH2:20][C:21]([O:23]C)=[O:22])[N:19]=2)=[CH:11][CH:10]=1. The catalyst class is: 132. (5) Reactant: [CH3:1][O:2][C:3]1[CH:40]=[CH:39][C:6]([CH2:7][N:8]([CH2:30][C:31]2[CH:36]=[CH:35][C:34]([O:37][CH3:38])=[CH:33][CH:32]=2)[C:9]2[N:14]=[CH:13][C:12]([C:15]3[C:16]4[CH2:29][CH2:28][NH:27][C:17]=4[N:18]=[C:19]([N:21]4[CH2:26][CH2:25][O:24][CH2:23][CH2:22]4)[N:20]=3)=[CH:11][N:10]=2)=[CH:5][CH:4]=1.[H-].[Na+].[Cl:43][C:44]1[CH:49]=[CH:48][CH:47]=[CH:46][C:45]=1[N:50]=[C:51]=[O:52]. Product: [Cl:43][C:44]1[CH:49]=[CH:48][CH:47]=[CH:46][C:45]=1[NH:50][C:51]([N:27]1[C:17]2[N:18]=[C:19]([N:21]3[CH2:26][CH2:25][O:24][CH2:23][CH2:22]3)[N:20]=[C:15]([C:12]3[CH:11]=[N:10][C:9]([N:8]([CH2:7][C:6]4[CH:5]=[CH:4][C:3]([O:2][CH3:1])=[CH:40][CH:39]=4)[CH2:30][C:31]4[CH:32]=[CH:33][C:34]([O:37][CH3:38])=[CH:35][CH:36]=4)=[N:14][CH:13]=3)[C:16]=2[CH2:29][CH2:28]1)=[O:52]. The catalyst class is: 3. (6) Reactant: [C:1]1([CH2:7][OH:8])[CH:6]=[CH:5][CH:4]=[CH:3][CH:2]=1.C(N(CC)CC)C.[O:16]=[C:17]1CCC(=O)N1OC(=O)ON1C(=O)CCC1=O.[C:34]([O:38][C:39]([N:41]1[CH2:46][CH2:45][CH2:44][CH:43]([C@@H:47]2[NH:51][CH:50]([C:52]([OH:54])=[O:53])[CH2:49][S:48]2)[CH2:42]1)=[O:40])([CH3:37])([CH3:36])[CH3:35]. Product: [CH2:7]([O:8][C:17]([N:51]1[CH:50]([C:52]([OH:54])=[O:53])[CH2:49][S:48][C@@H:47]1[CH:43]1[CH2:44][CH2:45][CH2:46][N:41]([C:39]([O:38][C:34]([CH3:37])([CH3:35])[CH3:36])=[O:40])[CH2:42]1)=[O:16])[C:1]1[CH:6]=[CH:5][CH:4]=[CH:3][CH:2]=1. The catalyst class is: 616. (7) Reactant: [CH3:1][C:2]1[CH:3]=[CH:4][CH:5]=[C:6]2[C:11]=1[N:10]=[CH:9][CH:8]=[CH:7]2.ClC1C=C(C=CC=1)C(OO)=[O:17]. Product: [CH3:1][C:2]1[CH:3]=[CH:4][CH:5]=[C:6]2[C:11]=1[N+:10]([O-:17])=[CH:9][CH:8]=[CH:7]2. The catalyst class is: 91. (8) Reactant: C(Cl)(=O)C(Cl)=O.[CH3:7][N:8]1[CH2:13][CH2:12][CH:11]([C:14]([OH:16])=O)[CH2:10][CH2:9]1.[NH2:17][C:18]1[CH:19]=[N:20][CH:21]=[C:22]([Br:24])[CH:23]=1. Product: [Br:24][C:22]1[CH:23]=[C:18]([NH:17][C:14]([CH:11]2[CH2:10][CH2:9][N:8]([CH3:7])[CH2:13][CH2:12]2)=[O:16])[CH:19]=[N:20][CH:21]=1. The catalyst class is: 85. (9) Reactant: [CH3:1][CH:2]([CH3:59])[C@H:3]([NH:54][C:55](=[O:58])[O:56][CH3:57])[C:4]([N:6]1[CH2:10][CH2:9][CH2:8][C@H:7]1[C:11]1[NH:12][CH:13]=[C:14]([C:16]2[CH:21]=[CH:20][C:19]([C:22]3[CH:27]=[CH:26][C:25]([C:28]4[N:29]=[C:30]([CH:33]5[CH2:37][C:36]6([CH2:42][CH2:41][NH:40][CH2:39][CH2:38]6)[CH2:35][N:34]5[C:43](=[O:53])[C@@H:44]([NH:48][C:49]([O:51][CH3:52])=[O:50])[CH:45]([CH3:47])[CH3:46])[NH:31][CH:32]=4)=[CH:24][CH:23]=3)=[CH:18][CH:17]=2)[N:15]=1)=[O:5].C(N(CC)CC)C.[C:67](Cl)(=[O:69])[CH3:68].C(=O)([O-])[O-].[K+].[K+]. Product: [C:67]([N:40]1[CH2:39][CH2:38][C:36]2([CH2:35][N:34]([C:43](=[O:53])[C@@H:44]([NH:48][C:49]([O:51][CH3:52])=[O:50])[CH:45]([CH3:46])[CH3:47])[CH:33]([C:30]3[NH:31][CH:32]=[C:28]([C:25]4[CH:24]=[CH:23][C:22]([C:19]5[CH:20]=[CH:21][C:16]([C:14]6[N:15]=[C:11]([C@@H:7]7[CH2:8][CH2:9][CH2:10][N:6]7[C:4]([C@@H:3]([NH:54][C:55](=[O:58])[O:56][CH3:57])[CH:2]([CH3:59])[CH3:1])=[O:5])[NH:12][CH:13]=6)=[CH:17][CH:18]=5)=[CH:27][CH:26]=4)[N:29]=3)[CH2:37]2)[CH2:42][CH2:41]1)(=[O:69])[CH3:68]. The catalyst class is: 2.